Binary Classification. Given a drug SMILES string, predict its activity (active/inactive) in a high-throughput screening assay against a specified biological target. From a dataset of HIV replication inhibition screening data with 41,000+ compounds from the AIDS Antiviral Screen. The molecule is O=c1c2ncn(CCCl)c2n(-c2ccccc2)c(=S)n1-c1ccccc1. The result is 0 (inactive).